From a dataset of Full USPTO retrosynthesis dataset with 1.9M reactions from patents (1976-2016). Predict the reactants needed to synthesize the given product. (1) Given the product [C:7]([NH:11][C:12]1[CH:13]=[C:14]([Cl:23])[N:15]=[CH:16][C:17]=1[CH2:18][OH:19])([CH3:10])([CH3:8])[CH3:9], predict the reactants needed to synthesize it. The reactants are: [H-].[H-].[H-].[H-].[Li+].[Al+3].[C:7]([NH:11][C:12]1[C:17]([C:18](OCC)=[O:19])=[CH:16][N:15]=[C:14]([Cl:23])[CH:13]=1)([CH3:10])([CH3:9])[CH3:8]. (2) Given the product [C:33]([N:29]1[CH2:30][CH2:31][CH2:32][CH:27]([NH:26][C:2]2[CH:3]=[C:4]([C:22]([NH2:41])=[O:24])[C:5]([O:8][C:9]3[CH:14]=[CH:13][C:12]([O:15][C:16]4[CH:21]=[CH:20][CH:19]=[CH:18][CH:17]=4)=[CH:11][CH:10]=3)=[N:6][CH:7]=2)[CH2:28]1)#[N:40], predict the reactants needed to synthesize it. The reactants are: I[C:2]1[CH:3]=[C:4]([C:22]([O:24]C)=O)[C:5]([O:8][C:9]2[CH:14]=[CH:13][C:12]([O:15][C:16]3[CH:21]=[CH:20][CH:19]=[CH:18][CH:17]=3)=[CH:11][CH:10]=2)=[N:6][CH:7]=1.[NH2:26][CH:27]1[CH2:32][CH2:31][CH2:30][N:29]([C:33](OC(C)(C)C)=O)[CH2:28]1.[NH3:40].[N:41]#CBr. (3) Given the product [F:19][C:16]1[C:17]([F:18])=[C:4]([CH2:1][CH2:2][CH3:3])[C:5]([F:21])=[C:6]([F:20])[C:7]=1[C:8]([NH:10][C@H:11]([CH:13]([CH3:15])[CH3:14])[CH3:12])=[O:9], predict the reactants needed to synthesize it. The reactants are: [CH2:1]([C:4]1[C:17]([F:18])=[C:16]([F:19])[C:7]([C:8]([NH:10][C@H:11]([CH:13]([CH3:15])[CH3:14])[CH3:12])=[O:9])=[C:6]([F:20])[C:5]=1[F:21])[CH:2]=[CH2:3].C([O-])=O.[NH4+].CCO. (4) Given the product [CH2:1]([O:3][C:4]([C:6]1[CH:7]=[C:8]2[N:13]([C:14]=1[C:18]1[CH:19]=[CH:20][C:21](=[O:25])[N:22]([CH3:24])[CH:23]=1)[CH:12]=[CH:11][C:10]([CH2:15][OH:16])=[CH:9]2)=[O:5])[CH3:2], predict the reactants needed to synthesize it. The reactants are: [CH2:1]([O:3][C:4]([C:6]1[CH:7]=[C:8]2[N:13]([CH:14]=1)[CH:12]=[CH:11][C:10]([CH2:15][OH:16])=[CH:9]2)=[O:5])[CH3:2].Br[C:18]1[CH:19]=[CH:20][C:21](=[O:25])[N:22]([CH3:24])[CH:23]=1. (5) Given the product [Cl:49][C:33]1[CH:34]=[CH:35][C:36]([NH:38][C:39](=[O:48])[C:40]2[CH:41]=[CH:42][C:43]([C:46]#[N:47])=[CH:44][CH:45]=2)=[CH:37][C:32]=1[C:31]([NH:30][C:27]1[CH:26]=[N:25][C:24]([NH:23][C:20]2[CH:19]=[CH:18][C:17]([S:14]([CH:11]3[CH2:10][CH2:9][NH:8][CH2:13][CH2:12]3)(=[O:15])=[O:16])=[CH:22][CH:21]=2)=[N:29][CH:28]=1)=[O:50].[C:51]([OH:57])([C:53]([F:56])([F:55])[F:54])=[O:52], predict the reactants needed to synthesize it. The reactants are: C(OC([N:8]1[CH2:13][CH2:12][CH:11]([S:14]([C:17]2[CH:22]=[CH:21][C:20]([NH:23][C:24]3[N:29]=[CH:28][C:27]([NH:30][C:31](=[O:50])[C:32]4[CH:37]=[C:36]([NH:38][C:39](=[O:48])[C:40]5[CH:45]=[CH:44][C:43]([C:46]#[N:47])=[CH:42][CH:41]=5)[CH:35]=[CH:34][C:33]=4[Cl:49])=[CH:26][N:25]=3)=[CH:19][CH:18]=2)(=[O:16])=[O:15])[CH2:10][CH2:9]1)=O)(C)(C)C.[C:51]([OH:57])([C:53]([F:56])([F:55])[F:54])=[O:52]. (6) Given the product [Cl:1][C:2]1[N:11]=[C:10]([NH:22][CH2:23][C:24]([C:32]2[CH:37]=[CH:36][CH:35]=[CH:34][CH:33]=2)([C:26]2[CH:31]=[CH:30][CH:29]=[CH:28][CH:27]=2)[OH:25])[C:9]2[C:4](=[CH:5][CH:6]=[CH:7][CH:8]=2)[N:3]=1, predict the reactants needed to synthesize it. The reactants are: [Cl:1][C:2]1[N:11]=[C:10](Cl)[C:9]2[C:4](=[CH:5][CH:6]=[CH:7][CH:8]=2)[N:3]=1.C(N(CC)C(C)C)(C)C.[NH2:22][CH2:23][C:24]([C:32]1[CH:37]=[CH:36][CH:35]=[CH:34][CH:33]=1)([C:26]1[CH:31]=[CH:30][CH:29]=[CH:28][CH:27]=1)[OH:25].